From a dataset of Forward reaction prediction with 1.9M reactions from USPTO patents (1976-2016). Predict the product of the given reaction. Given the reactants [C:1]([NH:5][C:6](=[O:35])[C:7]1[CH:12]=[CH:11][CH:10]=[C:9]([O:13][C:14]2[CH:19]=[CH:18][C:17]([NH:20][C:21]3[C:31]4[CH:30]=[C:29]([CH:32]=O)[CH2:28][CH2:27][NH:26][C:25]=4[N:24]=[CH:23][N:22]=3)=[CH:16][C:15]=2[Cl:34])[CH:8]=1)([CH3:4])([CH3:3])[CH3:2].[F:36][C:37]([F:41])([F:40])[CH2:38][NH2:39].C(O[BH-](OC(=O)C)OC(=O)C)(=O)C.[Na+], predict the reaction product. The product is: [C:1]([NH:5][C:6](=[O:35])[C:7]1[CH:12]=[CH:11][CH:10]=[C:9]([O:13][C:14]2[CH:19]=[CH:18][C:17]([NH:20][C:21]3[C:31]4[CH:30]=[C:29]([CH2:32][NH:39][CH2:38][C:37]([F:41])([F:40])[F:36])[CH2:28][CH2:27][NH:26][C:25]=4[N:24]=[CH:23][N:22]=3)=[CH:16][C:15]=2[Cl:34])[CH:8]=1)([CH3:4])([CH3:2])[CH3:3].